This data is from NCI-60 drug combinations with 297,098 pairs across 59 cell lines. The task is: Regression. Given two drug SMILES strings and cell line genomic features, predict the synergy score measuring deviation from expected non-interaction effect. (1) Drug 1: C1=NC2=C(N1)C(=S)N=C(N2)N. Drug 2: CCCCC(=O)OCC(=O)C1(CC(C2=C(C1)C(=C3C(=C2O)C(=O)C4=C(C3=O)C=CC=C4OC)O)OC5CC(C(C(O5)C)O)NC(=O)C(F)(F)F)O. Cell line: SF-268. Synergy scores: CSS=11.2, Synergy_ZIP=-7.34, Synergy_Bliss=-5.48, Synergy_Loewe=-5.01, Synergy_HSA=-6.06. (2) Drug 1: C1=NC(=NC(=O)N1C2C(C(C(O2)CO)O)O)N. Drug 2: C1C(C(OC1N2C=NC3=C2NC=NCC3O)CO)O. Cell line: HT29. Synergy scores: CSS=37.3, Synergy_ZIP=-4.06, Synergy_Bliss=-6.30, Synergy_Loewe=-10.3, Synergy_HSA=-5.11. (3) Cell line: TK-10. Drug 2: C1=NC2=C(N=C(N=C2N1C3C(C(C(O3)CO)O)O)F)N. Drug 1: C1=C(C(=O)NC(=O)N1)N(CCCl)CCCl. Synergy scores: CSS=3.67, Synergy_ZIP=-1.90, Synergy_Bliss=-8.15, Synergy_Loewe=-8.89, Synergy_HSA=-7.40. (4) Drug 1: CC12CCC(CC1=CCC3C2CCC4(C3CC=C4C5=CN=CC=C5)C)O. Drug 2: CC1=C(C=C(C=C1)C(=O)NC2=CC(=CC(=C2)C(F)(F)F)N3C=C(N=C3)C)NC4=NC=CC(=N4)C5=CN=CC=C5. Cell line: HOP-62. Synergy scores: CSS=4.03, Synergy_ZIP=-1.84, Synergy_Bliss=0.774, Synergy_Loewe=-0.355, Synergy_HSA=-0.109. (5) Drug 1: CCCCCOC(=O)NC1=NC(=O)N(C=C1F)C2C(C(C(O2)C)O)O. Synergy scores: CSS=15.9, Synergy_ZIP=-1.59, Synergy_Bliss=-0.903, Synergy_Loewe=-0.658, Synergy_HSA=-0.0301. Cell line: A549. Drug 2: CCC1(C2=C(COC1=O)C(=O)N3CC4=CC5=C(C=CC(=C5CN(C)C)O)N=C4C3=C2)O.Cl. (6) Drug 1: CC1=CC=C(C=C1)C2=CC(=NN2C3=CC=C(C=C3)S(=O)(=O)N)C(F)(F)F. Drug 2: CCN(CC)CCNC(=O)C1=C(NC(=C1C)C=C2C3=C(C=CC(=C3)F)NC2=O)C. Cell line: HS 578T. Synergy scores: CSS=5.99, Synergy_ZIP=-3.23, Synergy_Bliss=-2.05, Synergy_Loewe=-0.565, Synergy_HSA=-0.651. (7) Drug 1: CN(C)C1=NC(=NC(=N1)N(C)C)N(C)C. Drug 2: C1=CC=C(C=C1)NC(=O)CCCCCCC(=O)NO. Cell line: CAKI-1. Synergy scores: CSS=4.36, Synergy_ZIP=-7.85, Synergy_Bliss=-7.77, Synergy_Loewe=-31.2, Synergy_HSA=-6.10.